This data is from Reaction yield outcomes from USPTO patents with 853,638 reactions. The task is: Predict the reaction yield, written as a fraction of the theoretical maximum amount of product (1.0 means a 100% yield; for example, 0.34 means a 34% yield). (1) The reactants are [CH3:1][C:2]1[C:6]([CH3:7])=[C:5]([NH:8][C:9](=[O:16])OCC(Cl)(Cl)Cl)[O:4][N:3]=1.[N:17]1([C:23]2[S:24][CH:25]=[C:26]([C:28]3[CH:29]=[C:30]([CH:33]=[CH:34][CH:35]=3)[C:31]#[N:32])[N:27]=2)[CH2:22][CH2:21][NH:20][CH2:19][CH2:18]1.C(N(C(C)C)CC)(C)C.O. The catalyst is CS(C)=O. The product is [C:31]([C:30]1[CH:29]=[C:28]([C:26]2[N:27]=[C:23]([N:17]3[CH2:22][CH2:21][N:20]([C:9]([NH:8][C:5]4[O:4][N:3]=[C:2]([CH3:1])[C:6]=4[CH3:7])=[O:16])[CH2:19][CH2:18]3)[S:24][CH:25]=2)[CH:35]=[CH:34][CH:33]=1)#[N:32]. The yield is 0.396. (2) The reactants are [Br:1][C:2]1[CH:3]=[C:4]([CH:8]=[CH:9][CH:10]=1)[C:5](Cl)=[O:6].Br[C:12]1[CH:18]=[CH:17][CH:16]=[CH:15][C:13]=1[NH2:14].C([O-])([O-])=O.[Cs+].[Cs+].N1C2C(=CC=C3C=2N=CC=C3)C=CC=1. The catalyst is O1CCOCC1.[Cu]I.O.C(OCC)(=O)C. The product is [Br:1][C:2]1[CH:3]=[C:4]([C:5]2[O:6][C:12]3[CH:18]=[CH:17][CH:16]=[CH:15][C:13]=3[N:14]=2)[CH:8]=[CH:9][CH:10]=1. The yield is 0.760. (3) The reactants are [CH:1]([C:4]1[CH:5]=[C:6]([OH:10])[CH:7]=[CH:8][CH:9]=1)([CH3:3])[CH3:2].[Cl:11][C:12]1[C:17]([N+:18]([O-:20])=[O:19])=[CH:16][C:15]([CH3:21])=[C:14](F)[CH:13]=1.C(=O)([O-])[O-].[K+].[K+]. The catalyst is CN(C)C=O. The product is [CH:1]([C:4]1[CH:5]=[C:6]([CH:7]=[CH:8][CH:9]=1)[O:10][C:14]1[C:15]([CH3:21])=[CH:16][C:17]([N+:18]([O-:20])=[O:19])=[C:12]([Cl:11])[CH:13]=1)([CH3:3])[CH3:2]. The yield is 0.465. (4) The product is [CH:1]1[C:10]2[C:5](=[CH:6][CH:7]=[CH:8][CH:9]=2)[CH:4]=[CH:3][C:2]=1[C@:11]1([C:26]([OH:28])=[O:27])[CH2:13][C:12]1([C:20]1[CH:21]=[CH:22][CH:23]=[CH:24][CH:25]=1)[C:14]1[CH:19]=[CH:18][CH:17]=[CH:16][CH:15]=1. The catalyst is CS(C)=O. The reactants are [CH:1]1[C:10]2[C:5](=[CH:6][CH:7]=[CH:8][CH:9]=2)[CH:4]=[CH:3][C:2]=1[C@:11]1([C:26]([O:28]C)=[O:27])[CH2:13][C:12]1([C:20]1[CH:25]=[CH:24][CH:23]=[CH:22][CH:21]=1)[C:14]1[CH:19]=[CH:18][CH:17]=[CH:16][CH:15]=1.CC([O-])(C)C.[K+]. The yield is 0.610. (5) The reactants are [O:1]1[C:5]2[C:6]3[C:7](=[CH:13][C:14]#[N:15])[CH2:8][CH2:9][C:10]=3[CH:11]=[CH:12][C:4]=2[N:3]=[CH:2]1.N.C(O)C. The catalyst is C(O)C.[Co]. The product is [O:1]1[C:5]2[C:6]3[C:7](=[CH:13][CH2:14][NH2:15])[CH2:8][CH2:9][C:10]=3[CH:11]=[CH:12][C:4]=2[N:3]=[CH:2]1. The yield is 0.280.